Dataset: Full USPTO retrosynthesis dataset with 1.9M reactions from patents (1976-2016). Task: Predict the reactants needed to synthesize the given product. (1) Given the product [CH3:27][O:26][C:22]1[CH:21]=[C:20]([C:17]2[CH:18]=[CH:19][C:14]([C@@H:3]([C:4]([O:6][CH2:7][C:8]3[CH:9]=[CH:10][CH:11]=[CH:12][CH:13]=3)=[O:5])[NH:2][C:34]([C@H:33]([CH2:37][CH:38]([CH3:40])[CH3:39])[CH2:32][C:30]([O:29][CH3:28])=[O:31])=[O:35])=[CH:15][CH:16]=2)[CH:25]=[CH:24][CH:23]=1, predict the reactants needed to synthesize it. The reactants are: Cl.[NH2:2][C@@H:3]([C:14]1[CH:19]=[CH:18][C:17]([C:20]2[CH:25]=[CH:24][CH:23]=[C:22]([O:26][CH3:27])[CH:21]=2)=[CH:16][CH:15]=1)[C:4]([O:6][CH2:7][C:8]1[CH:13]=[CH:12][CH:11]=[CH:10][CH:9]=1)=[O:5].[CH3:28][O:29][C:30]([CH2:32][C@@H:33]([CH2:37][CH:38]([CH3:40])[CH3:39])[C:34](O)=[O:35])=[O:31].C1C=CC2N(O)N=NC=2C=1.C(Cl)CCl.CN1CCOCC1. (2) Given the product [N:35]1[S:36][N:37]=[C:38]2[C:43]([NH:44][C:16]([C@@H:9]3[CH2:10][C:11](=[CH:13][C:14]#[N:15])[CH2:12][N:8]3[C:6](=[O:7])[CH:25]([C:19]3[CH:20]=[CH:21][CH:22]=[CH:23][CH:24]=3)[C:29]3[CH:30]=[CH:31][CH:32]=[CH:33][CH:34]=3)=[O:18])=[CH:42][CH:41]=[CH:40][C:39]=12, predict the reactants needed to synthesize it. The reactants are: C(O[C:6]([N:8]1[CH2:12][C:11](=[CH:13][C:14]#[N:15])[CH2:10][C@H:9]1[C:16]([OH:18])=O)=[O:7])(C)(C)C.[C:19]1([CH:25]([C:29]2[CH:34]=[CH:33][CH:32]=[CH:31][CH:30]=2)C(Cl)=O)[CH:24]=[CH:23][CH:22]=[CH:21][CH:20]=1.[N:35]1[S:36][N:37]=[C:38]2[C:43]([NH2:44])=[CH:42][CH:41]=[CH:40][C:39]=12. (3) Given the product [Cl:1][C:2]1[CH:3]=[N+:4]([O-:27])[CH:5]=[C:6]([Cl:26])[C:7]=1[CH2:8][C@@H:9]([C:11]1[CH:16]=[CH:15][C:14]([O:17][CH:18]([F:20])[F:19])=[C:13]([O:21][CH2:22][CH:23]2[CH2:25][CH2:24]2)[CH:12]=1)[O:10][C:46](=[O:47])[CH2:45][N:39]1[C:38](=[O:49])[C:37]2[C:41](=[CH:42][CH:43]=[C:35]([N+:32]([O-:34])=[O:33])[CH:36]=2)[C:40]1=[O:44], predict the reactants needed to synthesize it. The reactants are: [Cl:1][C:2]1[CH:3]=[N+:4]([O-:27])[CH:5]=[C:6]([Cl:26])[C:7]=1[CH2:8][C@@H:9]([C:11]1[CH:16]=[CH:15][C:14]([O:17][CH:18]([F:20])[F:19])=[C:13]([O:21][CH2:22][CH:23]2[CH2:25][CH2:24]2)[CH:12]=1)[OH:10].C(Cl)CCl.[N+:32]([C:35]1[CH:36]=[C:37]2[C:41](=[CH:42][CH:43]=1)[C:40](=[O:44])[N:39]([CH2:45][C:46](O)=[O:47])[C:38]2=[O:49])([O-:34])=[O:33]. (4) Given the product [Cl:16][C:17]1[C:22]([Cl:23])=[CH:21][CH:20]=[CH:19][C:18]=1[N:24]1[CH2:30][CH2:29][CH2:28][N:27]([CH2:2][CH2:3][CH2:4][CH2:5][O:6][C:7]2[CH:12]=[CH:11][N:10]3[N:13]=[CH:14][CH:15]=[C:9]3[CH:8]=2)[CH2:26][CH2:25]1, predict the reactants needed to synthesize it. The reactants are: Br[CH2:2][CH2:3][CH2:4][CH2:5][O:6][C:7]1[CH:12]=[CH:11][N:10]2[N:13]=[CH:14][CH:15]=[C:9]2[CH:8]=1.[Cl:16][C:17]1[C:22]([Cl:23])=[CH:21][CH:20]=[CH:19][C:18]=1[N:24]1[CH2:30][CH2:29][CH2:28][NH:27][CH2:26][CH2:25]1.